Dataset: Reaction yield outcomes from USPTO patents with 853,638 reactions. Task: Predict the reaction yield, written as a fraction of the theoretical maximum amount of product (1.0 means a 100% yield; for example, 0.34 means a 34% yield). (1) The reactants are C(O[C:4](=[O:22])[C:5](=[CH:11][NH:12][C:13]1[CH:18]=[C:17]([O:19][CH3:20])[CH:16]=[CH:15][C:14]=1[Br:21])[C:6]([O:8][CH2:9][CH3:10])=[O:7])C.C(=O)(O)[O-].[Na+]. The catalyst is C(O)C. The product is [CH2:9]([O:8][C:6]([C:5]1[C:4](=[O:22])[C:18]2[C:13](=[C:14]([Br:21])[CH:15]=[CH:16][C:17]=2[O:19][CH3:20])[NH:12][CH:11]=1)=[O:7])[CH3:10]. The yield is 0.300. (2) The reactants are [H-].[Na+].[O:3]1[CH2:6][CH:5]([OH:7])[CH2:4]1.Cl[C:9]1[N:14]=[C:13]([C:15]2[CH:20]=[CH:19][CH:18]=[C:17]([I:21])[CH:16]=2)[N:12]=[C:11]([C:22]([O:24]CC)=[O:23])[CH:10]=1. The catalyst is C1COCC1. The product is [I:21][C:17]1[CH:16]=[C:15]([C:13]2[N:12]=[C:11]([C:22]([OH:24])=[O:23])[CH:10]=[C:9]([O:7][CH:5]3[CH2:6][O:3][CH2:4]3)[N:14]=2)[CH:20]=[CH:19][CH:18]=1. The yield is 0.880. (3) The reactants are Br[C:2]1[CH:3]=[C:4]2[C:8](=[CH:9][CH:10]=1)[N:7]([C@@H:11]([C:16]1[CH:21]=[CH:20][CH:19]=[CH:18][CH:17]=1)[C@H:12]([OH:15])[CH2:13][OH:14])[CH:6]=[CH:5]2.[C:22]1([C:28]#[CH:29])[CH:27]=[CH:26][CH:25]=[CH:24][CH:23]=1.C(=O)([O-])[O-].[K+].[K+]. The catalyst is CN(C)C=O.[Cu]I.C1C=CC(P(C2C=CC=CC=2)[C-]2C=CC=C2)=CC=1.C1C=CC(P(C2C=CC=CC=2)[C-]2C=CC=C2)=CC=1.Cl[Pd]Cl.[Fe+2]. The product is [C:16]1([C@H:11]([N:7]2[C:8]3[C:4](=[CH:3][C:2]([C:29]#[C:28][C:22]4[CH:27]=[CH:26][CH:25]=[CH:24][CH:23]=4)=[CH:10][CH:9]=3)[CH:5]=[CH:6]2)[C@H:12]([OH:15])[CH2:13][OH:14])[CH:21]=[CH:20][CH:19]=[CH:18][CH:17]=1. The yield is 0.850. (4) The reactants are Br[C:2]1[S:3][C:4]([NH:32]C(OC(C)(C)C)=O)=[C:5]([C:7]([NH:9][C:10]2[CH:11]=[N:12][N:13]([CH3:31])[C:14]=2[N:15]2[CH2:21][C:20]([F:23])([F:22])[CH2:19][N:18](C(OC(C)(C)C)=O)[CH2:17][CH2:16]2)=[O:8])[N:6]=1.[F:40][C:41]1[CH:46]=[CH:45][C:44]([F:47])=[CH:43][C:42]=1B(O)O. No catalyst specified. The product is [NH2:32][C:4]1[S:3][C:2]([C:45]2[CH:46]=[C:41]([F:40])[CH:42]=[CH:43][C:44]=2[F:47])=[N:6][C:5]=1[C:7]([NH:9][C:10]1[CH:11]=[N:12][N:13]([CH3:31])[C:14]=1[N:15]1[CH2:21][C:20]([F:23])([F:22])[CH2:19][NH:18][CH2:17][CH2:16]1)=[O:8]. The yield is 0.280.